From a dataset of Catalyst prediction with 721,799 reactions and 888 catalyst types from USPTO. Predict which catalyst facilitates the given reaction. (1) Reactant: Cl[C:2]1[N:11]=[C:10]([NH:12][CH2:13][CH:14]([C:21]2[CH:26]=[CH:25][CH:24]=[CH:23][CH:22]=2)[C:15]2[CH:20]=[CH:19][CH:18]=[CH:17][CH:16]=2)[C:9]2[C:4](=[CH:5][CH:6]=[CH:7][CH:8]=2)[N:3]=1.CC1(C)C(C)(C)OB([C:35]2[CH:36]=[CH:37][C:38]3[S:42][CH:41]=[N:40][C:39]=3[CH:43]=2)O1.N1C=CN2C=C(C3N=C(NCC(C4C=CC=CC=4)C4NC=CC=4)C4C(=CC=CC=4)N=3)C=CC=12. Product: [S:42]1[C:38]2[CH:37]=[CH:36][C:35]([C:2]3[N:11]=[C:10]([NH:12][CH2:13][CH:14]([C:21]4[CH:26]=[CH:25][CH:24]=[CH:23][CH:22]=4)[C:15]4[CH:20]=[CH:19][CH:18]=[CH:17][CH:16]=4)[C:9]4[C:4](=[CH:5][CH:6]=[CH:7][CH:8]=4)[N:3]=3)=[CH:43][C:39]=2[N:40]=[CH:41]1. The catalyst class is: 25. (2) Reactant: [C:1]([C:4]1[C:32](=[O:33])[C@@:8]2([CH3:34])[C:9]3[C:15]([O:16][CH2:17][CH2:18][CH3:19])=[CH:14][C:13]([O:20][CH3:21])=[C:12]([C:22]([O:24]CC4C=CC=CC=4)=[O:23])[C:10]=3[O:11][C:7]2=[CH:6][C:5]=1[OH:35])(=[O:3])[CH3:2].[H][H]. Product: [C:1]([C:4]1[C:32](=[O:33])[C@@:8]2([CH3:34])[C:9]3[C:15]([O:16][CH2:17][CH2:18][CH3:19])=[CH:14][C:13]([O:20][CH3:21])=[C:12]([C:22]([OH:24])=[O:23])[C:10]=3[O:11][C:7]2=[CH:6][C:5]=1[OH:35])(=[O:3])[CH3:2]. The catalyst class is: 78. (3) Reactant: [NH2:1][C:2]1[CH:7]=[CH:6][CH:5]=[CH:4][CH:3]=1.CS(O[C@@H:13]([C:18]1[CH:23]=[CH:22][CH:21]=[CH:20][CH:19]=1)[C:14]([O:16][CH3:17])=[O:15])(=O)=O. Product: [C:18]1([C@@H:13]([NH:1][C:2]2[CH:7]=[CH:6][CH:5]=[CH:4][CH:3]=2)[C:14]([O:16][CH3:17])=[O:15])[CH:23]=[CH:22][CH:21]=[CH:20][CH:19]=1. The catalyst class is: 23.